From a dataset of Full USPTO retrosynthesis dataset with 1.9M reactions from patents (1976-2016). Predict the reactants needed to synthesize the given product. Given the product [O:18]1[CH:22]=[CH:21][N:20]=[C:19]1[CH2:23][O:24][C:2]1[CH:11]=[C:10]([C:12]2[CH:13]=[N:14][CH:15]=[CH:16][CH:17]=2)[C:9]2[CH2:8][CH2:7][CH2:6][CH2:5][C:4]=2[N:3]=1, predict the reactants needed to synthesize it. The reactants are: Cl[C:2]1[CH:11]=[C:10]([C:12]2[CH:13]=[N:14][CH:15]=[CH:16][CH:17]=2)[C:9]2[CH2:8][CH2:7][CH2:6][CH2:5][C:4]=2[N:3]=1.[O:18]1[CH:22]=[CH:21][N:20]=[C:19]1[CH2:23][OH:24].[H-].[Na+].O.